Dataset: Reaction yield outcomes from USPTO patents with 853,638 reactions. Task: Predict the reaction yield, written as a fraction of the theoretical maximum amount of product (1.0 means a 100% yield; for example, 0.34 means a 34% yield). The reactants are [NH2:1][CH:2]1[N:8]=[C:7]([C:9]2[CH:14]=[CH:13][CH:12]=[CH:11][CH:10]=2)[C:6]2[CH:15]=[CH:16][CH:17]=[CH:18][C:5]=2[N:4]([CH2:19][C:20]([F:23])([F:22])[F:21])[C:3]1=[O:24].C1C([N+]([O-])=O)=CC=C([Cl-][C:35]([O-])=[O:36])C=1.C(N(CC)CC)C.OC(C(F)(F)F)=O.OC(C(F)(F)F)=O.[NH:59]1[CH2:64][CH2:63][CH:62]([N:65]2[CH2:70][C:69]3[CH:71]=[CH:72][N:73]=[CH:74][C:68]=3[NH:67][C:66]2=[O:75])[CH2:61][CH2:60]1. The catalyst is O1CCCC1. The product is [O:75]=[C:66]1[NH:67][C:68]2[CH:74]=[N:73][CH:72]=[CH:71][C:69]=2[CH2:70][N:65]1[CH:62]1[CH2:61][CH2:60][N:59]([C:35]([NH:1][C@@H:2]2[N:8]=[C:7]([C:9]3[CH:10]=[CH:11][CH:12]=[CH:13][CH:14]=3)[C:6]3[CH:15]=[CH:16][CH:17]=[CH:18][C:5]=3[N:4]([CH2:19][C:20]([F:21])([F:23])[F:22])[C:3]2=[O:24])=[O:36])[CH2:64][CH2:63]1. The yield is 0.270.